From a dataset of Full USPTO retrosynthesis dataset with 1.9M reactions from patents (1976-2016). Predict the reactants needed to synthesize the given product. Given the product [CH2:33]([N:29]1[CH:28]=[C:27]2[C:31]([CH:32]=[C:24]([C:8]3[CH:9]=[C:10]([C:11]4[CH2:12][CH2:13][NH:14][CH2:15][CH:16]=4)[N:6]4[C:7]=3[C:2]([NH2:1])=[N:3][CH:4]=[N:5]4)[CH:25]=[CH:26]2)=[N:30]1)[C:34]1[CH:35]=[CH:36][CH:37]=[CH:38][CH:39]=1, predict the reactants needed to synthesize it. The reactants are: [NH2:1][C:2]1[C:7]2=[C:8]([C:24]3[CH:25]=[CH:26][C:27]4[C:31]([CH:32]=3)=[N:30][N:29]([CH2:33][C:34]3[CH:39]=[CH:38][CH:37]=[CH:36][CH:35]=3)[CH:28]=4)[CH:9]=[C:10]([C:11]3[CH2:12][CH2:13][N:14](C(OC(C)(C)C)=O)[CH2:15][CH:16]=3)[N:6]2[N:5]=[CH:4][N:3]=1.Cl.